This data is from CYP2C9 inhibition data for predicting drug metabolism from PubChem BioAssay. The task is: Regression/Classification. Given a drug SMILES string, predict its absorption, distribution, metabolism, or excretion properties. Task type varies by dataset: regression for continuous measurements (e.g., permeability, clearance, half-life) or binary classification for categorical outcomes (e.g., BBB penetration, CYP inhibition). Dataset: cyp2c9_veith. (1) The molecule is O=C(c1cccc(F)c1)N1CCC2(CC1)CCN(c1ccccc1)CC2. The result is 0 (non-inhibitor). (2) The compound is COc1ccc(Cc2ccccc2C(=O)O)c2ccccc12. The result is 1 (inhibitor). (3) The compound is Cc1cc(=O)[nH]c(-n2[nH]c(C)cc2=O)n1. The result is 0 (non-inhibitor). (4) The result is 0 (non-inhibitor). The molecule is O=C(c1csnn1)N1CCC[C@@]2(CCN(Cc3cc(C(F)(F)F)cc(C(F)(F)F)c3)C2)C1. (5) The compound is O=C(O)[C@@H](O)[C@@H](O)C(=O)O.O=C(c1ccc(F)cc1)C1CCN(CCn2c(=O)[nH]c3ccccc3c2=O)CC1. The result is 0 (non-inhibitor). (6) The molecule is CCOC(=O)N1CCC(n2c(SCC(=O)c3ccccc3)nc3ccsc3c2=O)CC1. The result is 1 (inhibitor). (7) The molecule is O=C1c2ccccc2C(=O)N1CCCCN(C(=O)c1cccc([N+](=O)[O-])c1)c1ccc(Cl)cc1. The result is 1 (inhibitor).